This data is from Full USPTO retrosynthesis dataset with 1.9M reactions from patents (1976-2016). The task is: Predict the reactants needed to synthesize the given product. The reactants are: [Br:1][C:2]1[C:3]([O:18][CH3:19])=[CH:4][CH:5]=[C:6]2[C:11]=1[N:10]=[C:9]([C:12]1[S:13][CH:14]=[CH:15][N:16]=1)[CH:8]=[C:7]2[OH:17].C(C1N=C(C2C=C(O[CH:39]3[CH2:57][CH:56]4[N:41]([C:42](=[O:62])[CH2:43][CH2:44][CH2:45][CH2:46][CH2:47][CH2:48][CH:49]=[CH:50][CH:51]5[C:53]([C:59]([OH:61])=[O:60])([NH:54][C:55]4=[O:58])[CH2:52]5)[CH2:40]3)C3C(=CC(OC)=CC=3)N=2)SC=1)(C)C. Given the product [Br:1][C:2]1[C:3]([O:18][CH3:19])=[CH:4][CH:5]=[C:6]2[C:11]=1[N:10]=[C:9]([C:12]1[S:13][CH:14]=[CH:15][N:16]=1)[CH:8]=[C:7]2[O:17][CH:39]1[CH2:57][CH:56]2[N:41]([C:42](=[O:62])[CH2:43][CH2:44][CH2:45][CH2:46][CH2:47][CH2:48][CH:49]=[CH:50][CH:51]3[C:53]([C:59]([OH:61])=[O:60])([NH:54][C:55]2=[O:58])[CH2:52]3)[CH2:40]1, predict the reactants needed to synthesize it.